Dataset: Reaction yield outcomes from USPTO patents with 853,638 reactions. Task: Predict the reaction yield, written as a fraction of the theoretical maximum amount of product (1.0 means a 100% yield; for example, 0.34 means a 34% yield). (1) The reactants are Cl.[S-][C:3]#[N:4].[Na+].Cl.[NH2:7][CH:8]([CH3:17])[C:9]([C:11]1[CH:16]=[CH:15][CH:14]=[CH:13][CH:12]=1)=O.[CH2:18](O)C. No catalyst specified. The product is [CH2:17]([C:8]1[NH:7][CH:3]=[N:4][C:9]=1[C:11]1[CH:16]=[CH:15][CH:14]=[CH:13][CH:12]=1)[CH3:18]. The yield is 0.450. (2) The reactants are F[C:2]1[CH:7]=[CH:6][C:5]([N+:8]([O-:10])=[O:9])=[CH:4][C:3]=1[O:11][CH3:12].[CH3:13][O:14][C:15]1[N:16]=[CH:17][NH:18][CH:19]=1.C(=O)([O-])[O-].[K+].[K+].C(Cl)Cl. The catalyst is C(#N)C. The product is [CH3:13][O:14][C:15]1[N:16]=[CH:17][N:18]([C:2]2[CH:7]=[CH:6][C:5]([N+:8]([O-:10])=[O:9])=[CH:4][C:3]=2[O:11][CH3:12])[CH:19]=1. The yield is 0.540.